Dataset: Experimentally validated miRNA-target interactions with 360,000+ pairs, plus equal number of negative samples. Task: Binary Classification. Given a miRNA mature sequence and a target amino acid sequence, predict their likelihood of interaction. The miRNA is mmu-miR-490-3p with sequence CAACCUGGAGGACUCCAUGCUG. The protein sequence of the target gene is MQFPHPGPAAAPAVGVPLYAPTPLLQPAHPTPFYIDDILGRGPAAPTPTPTLPSPNSSFTSLVSSYRTPVYEPTPVHPAFSHHPAAALAAAYGPSGFGGPLYPFPRTVNDYTHALLRHDPLGKPLLWSPFLQRPLHKRKGGQVRFSNDQTVELEKKFETQKYLSPPERKRLAKMLQLSERQVKTWFQNRRAKWRRLKQENPQSNKKDALDSLDTSCEQGQDLPSEQNKGASLDRSQCSPSPASQEDPDSEISEDSDQEVDIEGDKGYFNAG. Result: 0 (no interaction).